From a dataset of NCI-60 drug combinations with 297,098 pairs across 59 cell lines. Regression. Given two drug SMILES strings and cell line genomic features, predict the synergy score measuring deviation from expected non-interaction effect. (1) Drug 1: CCC1=CC2CC(C3=C(CN(C2)C1)C4=CC=CC=C4N3)(C5=C(C=C6C(=C5)C78CCN9C7C(C=CC9)(C(C(C8N6C)(C(=O)OC)O)OC(=O)C)CC)OC)C(=O)OC.C(C(C(=O)O)O)(C(=O)O)O. Drug 2: C1=CC(=CC=C1C#N)C(C2=CC=C(C=C2)C#N)N3C=NC=N3. Cell line: MDA-MB-435. Synergy scores: CSS=50.6, Synergy_ZIP=2.23, Synergy_Bliss=0.966, Synergy_Loewe=-28.7, Synergy_HSA=-0.598. (2) Drug 1: CNC(=O)C1=NC=CC(=C1)OC2=CC=C(C=C2)NC(=O)NC3=CC(=C(C=C3)Cl)C(F)(F)F. Drug 2: CC1=C(C(=O)C2=C(C1=O)N3CC4C(C3(C2COC(=O)N)OC)N4)N. Cell line: MALME-3M. Synergy scores: CSS=16.9, Synergy_ZIP=-2.90, Synergy_Bliss=3.94, Synergy_Loewe=-4.69, Synergy_HSA=4.01. (3) Drug 1: CC(C1=C(C=CC(=C1Cl)F)Cl)OC2=C(N=CC(=C2)C3=CN(N=C3)C4CCNCC4)N. Drug 2: CC1=CC=C(C=C1)C2=CC(=NN2C3=CC=C(C=C3)S(=O)(=O)N)C(F)(F)F. Cell line: UACC-257. Synergy scores: CSS=1.32, Synergy_ZIP=0.487, Synergy_Bliss=0.471, Synergy_Loewe=0.0542, Synergy_HSA=-0.0395. (4) Drug 1: CN1CCC(CC1)COC2=C(C=C3C(=C2)N=CN=C3NC4=C(C=C(C=C4)Br)F)OC. Drug 2: C1CNP(=O)(OC1)N(CCCl)CCCl. Cell line: SNB-75. Synergy scores: CSS=11.8, Synergy_ZIP=-2.77, Synergy_Bliss=1.15, Synergy_Loewe=-0.303, Synergy_HSA=1.42.